This data is from Full USPTO retrosynthesis dataset with 1.9M reactions from patents (1976-2016). The task is: Predict the reactants needed to synthesize the given product. (1) Given the product [CH2:9]([O:8]/[CH:7]=[N:2]/[NH:1][C:3]([O:5][CH3:6])=[O:4])[CH3:10], predict the reactants needed to synthesize it. The reactants are: [NH:1]([C:3]([O:5][CH3:6])=[O:4])[NH2:2].[CH:7](OCC)(OCC)[O:8][CH2:9][CH3:10]. (2) The reactants are: [Br:1][C:2]1[CH:10]=[CH:9][C:5]([C:6]([OH:8])=O)=[CH:4][CH:3]=1.C[N+:12]1(C2N=C(OC)N=C(OC)N=2)CC[O:15][CH2:14][CH2:13]1.[Cl-].CCN(C(C)C)C(C)C.OCCN. Given the product [Br:1][C:2]1[CH:3]=[CH:4][C:5]([C:6]([NH:12][CH2:13][CH2:14][OH:15])=[O:8])=[CH:9][CH:10]=1, predict the reactants needed to synthesize it.